This data is from Catalyst prediction with 721,799 reactions and 888 catalyst types from USPTO. The task is: Predict which catalyst facilitates the given reaction. (1) Reactant: [CH2:1]1[C:4]2([CH2:7][N:6]([C:8]([O:10][C:11]([CH3:14])([CH3:13])[CH3:12])=[O:9])[CH2:5]2)[CH2:3][NH:2]1.C(=O)([O-])[O-].[Cs+].[Cs+].Cl[C:22]1[N:27]=[CH:26][CH:25]=[CH:24][N:23]=1.CN(C=O)C. Product: [N:23]1[CH:24]=[CH:25][CH:26]=[N:27][C:22]=1[N:2]1[CH2:3][C:4]2([CH2:7][N:6]([C:8]([O:10][C:11]([CH3:14])([CH3:13])[CH3:12])=[O:9])[CH2:5]2)[CH2:1]1. The catalyst class is: 238. (2) Reactant: [CH2:1]([O:8][CH2:9][C@@H:10]([N:15]1C(=O)C2=CC=CC=C2C1=O)[CH2:11][CH2:12][CH:13]=[CH2:14])[C:2]1[CH:7]=[CH:6][CH:5]=[CH:4][CH:3]=1.O.NN. The catalyst class is: 14. Product: [NH2:15][C@@H:10]([CH2:11][CH2:12][CH:13]=[CH2:14])[CH2:9][O:8][CH2:1][C:2]1[CH:7]=[CH:6][CH:5]=[CH:4][CH:3]=1. (3) Reactant: [Br:1][C:2]1[CH:10]=[CH:9][CH:8]=[C:7]2[C:3]=1[CH:4]=[C:5]([Cl:21])[N:6]2S(C1C=CC(C)=CC=1)(=O)=O.[OH-].[Na+].Cl. Product: [Br:1][C:2]1[CH:10]=[CH:9][CH:8]=[C:7]2[C:3]=1[CH:4]=[C:5]([Cl:21])[NH:6]2. The catalyst class is: 41. (4) Reactant: N1C=CC=CC=1.[N:7]1[C:12]([NH2:13])=[CH:11][CH:10]=[CH:9][C:8]=1[NH2:14].[CH3:15][S:16](Cl)(=[O:18])=[O:17]. Product: [NH2:13][C:12]1[N:7]=[C:8]([NH:14][S:16]([CH3:15])(=[O:18])=[O:17])[CH:9]=[CH:10][CH:11]=1. The catalyst class is: 2. (5) Reactant: [CH3:1][O:2][C:3]1[CH:4]=[C:5]2[C:9](=[CH:10][CH:11]=1)[C:8](=[CH:12][C:13]([O:15][CH2:16][CH3:17])=[O:14])[CH2:7][CH2:6]2.[H][H]. Product: [CH3:1][O:2][C:3]1[CH:4]=[C:5]2[C:9](=[CH:10][CH:11]=1)[CH:8]([CH2:12][C:13]([O:15][CH2:16][CH3:17])=[O:14])[CH2:7][CH2:6]2. The catalyst class is: 352. (6) Reactant: [C:9](O[C:9]([O:11][C:12]([CH3:15])([CH3:14])[CH3:13])=[O:10])([O:11][C:12]([CH3:15])([CH3:14])[CH3:13])=[O:10].N1C2C=CC=CC=2N=N1.CN(C1C=CC=CN=1)C.[OH-].[Na+].[NH2:36][C@H:37]([C:43]([OH:45])=[O:44])[CH2:38][CH2:39][CH2:40][CH2:41][NH2:42]. Product: [NH2:36][C@H:37]([C:43]([OH:45])=[O:44])[CH2:38][CH2:39][CH2:40][CH2:41][NH:42][C:9]([O:11][C:12]([CH3:13])([CH3:14])[CH3:15])=[O:10]. The catalyst class is: 20. (7) Reactant: Br[C:2]1[CH:23]=[CH:22][C:5]([O:6][CH2:7][CH:8]2[CH2:13][CH2:12][N:11]([CH2:14][C:15]3([F:21])[CH2:20][CH2:19][CH2:18][CH2:17][CH2:16]3)[CH2:10][CH2:9]2)=[CH:4][CH:3]=1.[CH3:24][O:25][C:26]([C:28]1[CH:33]=[CH:32][C:31](B(O)O)=[CH:30][CH:29]=1)=[O:27].C([O-])([O-])=O.[Cs+].[Cs+].O1CCOCC1. Product: [F:21][C:15]1([CH2:14][N:11]2[CH2:12][CH2:13][CH:8]([CH2:7][O:6][C:5]3[CH:22]=[CH:23][C:2]([C:31]4[CH:32]=[CH:33][C:28]([C:26]([O:25][CH3:24])=[O:27])=[CH:29][CH:30]=4)=[CH:3][CH:4]=3)[CH2:9][CH2:10]2)[CH2:20][CH2:19][CH2:18][CH2:17][CH2:16]1. The catalyst class is: 6. (8) Reactant: [CH2:1]([O:3][C:4](=[O:12])[CH:5]=[C:6]1[CH2:11][CH2:10][O:9][CH2:8][CH2:7]1)[CH3:2].[H][H]. Product: [CH2:1]([O:3][C:4](=[O:12])[CH2:5][CH:6]1[CH2:11][CH2:10][O:9][CH2:8][CH2:7]1)[CH3:2]. The catalyst class is: 43. (9) Reactant: [CH3:1][O:2][C:3]1[CH:8]=[CH:7][CH:6]=[C:5]([OH:9])[C:4]=1[OH:10].C1C(=O)N([Br:18])C(=O)C1. Product: [Br:18][C:6]1[CH:7]=[CH:8][C:3]([O:2][CH3:1])=[C:4]([OH:10])[C:5]=1[OH:9]. The catalyst class is: 23. (10) Reactant: [OH:1][C:2]1[O:6][C:5](=[O:7])[CH2:4][C:3]=1[CH:8]=[C:9]([CH3:11])[CH3:10]. Product: [OH:1][CH:2]1[O:6][C:5](=[O:7])[CH:4]=[C:3]1[CH:8]=[C:9]([CH3:11])[CH3:10]. The catalyst class is: 522.